Predict the reaction yield, written as a fraction of the theoretical maximum amount of product (1.0 means a 100% yield; for example, 0.34 means a 34% yield). From a dataset of Reaction yield outcomes from USPTO patents with 853,638 reactions. (1) The reactants are [CH3:1][O:2][C:3]1[CH:4]=[C:5]([CH2:11][C:12]([O-:14])=O)[CH:6]=[C:7]([O:9][CH3:10])[CH:8]=1.[NH2:15][C:16]1[C:21]([CH:22]=O)=[CH:20][N:19]=[C:18]([S:24][CH3:25])[N:17]=1.[C:26](=O)([O-])[O-].[K+].[K+]. The catalyst is CN(C=O)C.O. The product is [CH3:10][O:9][C:7]1[CH:6]=[C:5]([C:11]2[C:12](=[O:14])[N:15]([CH3:26])[C:16]3[N:17]=[C:18]([S:24][CH3:25])[N:19]=[CH:20][C:21]=3[CH:22]=2)[CH:4]=[C:3]([O:2][CH3:1])[CH:8]=1. The yield is 0.830. (2) The reactants are [N:1]12[CH2:8][CH2:7][C:4]([C:9]([C:17]3[CH:22]=[CH:21][CH:20]=[CH:19][CH:18]=3)([C:11]3[CH:16]=[CH:15][CH:14]=[CH:13][CH:12]=3)[OH:10])([CH2:5][CH2:6]1)[CH2:3][CH2:2]2.[Br:23][CH2:24][CH2:25][CH2:26][O:27][C:28]1[CH:33]=[CH:32][CH:31]=[CH:30][C:29]=1[Br:34]. The catalyst is CC#N. The product is [Br-:23].[Br:34][C:29]1[CH:30]=[CH:31][CH:32]=[CH:33][C:28]=1[O:27][CH2:26][CH2:25][CH2:24][N+:1]12[CH2:6][CH2:5][C:4]([C:9]([OH:10])([C:17]3[CH:22]=[CH:21][CH:20]=[CH:19][CH:18]=3)[C:11]3[CH:12]=[CH:13][CH:14]=[CH:15][CH:16]=3)([CH2:3][CH2:2]1)[CH2:7][CH2:8]2. The yield is 0.748. (3) The reactants are C[O:2][C:3](=[O:29])[CH:4]([NH:8][C:9](=[O:28])[CH:10]([NH:20][C:21](OC(C)(C)C)=[O:22])[CH2:11][O:12][C:13]1[CH:18]=[CH:17][C:16]([Br:19])=[CH:15][CH:14]=1)[CH:5]([CH3:7])[CH3:6].COC(=O)C(N1C(=O)C(COC2C=CC(Br)=CC=2)NC1=O)C(C)C. The catalyst is Cl. The product is [Br:19][C:16]1[CH:17]=[CH:18][C:13]([O:12][CH2:11][CH:10]2[C:9](=[O:28])[N:8]([CH:4]([CH:5]([CH3:7])[CH3:6])[C:3]([OH:2])=[O:29])[C:21](=[O:22])[NH:20]2)=[CH:14][CH:15]=1. The yield is 0.410. (4) The reactants are [CH3:1][N:2]1[CH:6]=[C:5]([C:7]2[CH:8]=[C:9]3[C:14](=[CH:15][CH:16]=2)[N:13]([C:17]2[C:21]4[CH2:22][NH:23][CH2:24][CH2:25][C:20]=4[N:19]([CH:26]4[CH2:31][CH2:30][O:29][CH2:28][CH2:27]4)[N:18]=2)[CH2:12][CH2:11][CH2:10]3)[CH:4]=[N:3]1.Br[C:33]1[S:34][C:35]([CH3:38])=[N:36][N:37]=1.C(O[Na])(C)(C)C.O1CCOCC1. The catalyst is Cl[Pd-3](Cl)(=C1N(C2C(C(CC)CC)=CC=CC=2C(CC)CC)C=CN1C1C(C(CC)CC)=CC=CC=1C(CC)CC)C1C(Cl)=CC=CN=1.C(Cl)Cl. The product is [CH3:38][C:35]1[S:34][C:33]([N:23]2[CH2:24][CH2:25][C:20]3[N:19]([CH:26]4[CH2:31][CH2:30][O:29][CH2:28][CH2:27]4)[N:18]=[C:17]([N:13]4[C:14]5[C:9](=[CH:8][C:7]([C:5]6[CH:4]=[N:3][N:2]([CH3:1])[CH:6]=6)=[CH:16][CH:15]=5)[CH2:10][CH2:11][CH2:12]4)[C:21]=3[CH2:22]2)=[N:37][N:36]=1. The yield is 0.230. (5) The reactants are [CH3:16][C:11]1([CH3:17])[C:12]([CH3:15])([CH3:14])[O:13][B:9]([B:9]2[O:13][C:12]([CH3:15])([CH3:14])[C:11]([CH3:17])([CH3:16])[O:10]2)[O:10]1.[F:19][CH:20]([F:29])[C:21]1[CH:22]=[C:23]([CH:26]=[CH:27][CH:28]=1)[C:24]#[N:25]. The catalyst is CCCCCC.CCOC(C)=O.CO.CO.C1CC=CCCC=C1.C1CC=CCCC=C1.[Ir].[Ir]. The product is [F:19][CH:20]([F:29])[C:21]1[CH:22]=[C:23]([CH:26]=[C:27]([B:9]2[O:10][C:11]([CH3:16])([CH3:17])[C:12]([CH3:14])([CH3:15])[O:13]2)[CH:28]=1)[C:24]#[N:25]. The yield is 0.130. (6) The reactants are [N+](C[C:5]1([CH:12]=[CH2:13])[CH2:11][O:10][CH2:9][CH2:8][O:7][CH2:6]1)([O-])=O.C(O)(=[O:16])C.N([O-])=O.[Na+].Cl.CN(C)[CH:25]=[O:26]. No catalyst specified. The product is [CH:12]([C:5]1([C:25]([OH:26])=[O:16])[CH2:11][O:10][CH2:9][CH2:8][O:7][CH2:6]1)=[CH2:13]. The yield is 0.400. (7) The reactants are [C:1]([C:4]1[CH:22]=[CH:21][CH:20]=[CH:19][C:5]=1[CH2:6][C:7]1[CH:15]=[CH:14][C:10]([C:11]([OH:13])=[O:12])=[CH:9][C:8]=1[N+:16]([O-])=O)([OH:3])=[O:2]. The catalyst is CO.O=[Pt]=O.[Pd]. The product is [NH2:16][C:8]1[CH:9]=[C:10]([CH:14]=[CH:15][C:7]=1[CH2:6][C:5]1[CH:19]=[CH:20][CH:21]=[CH:22][C:4]=1[C:1]([OH:3])=[O:2])[C:11]([OH:13])=[O:12]. The yield is 1.00. (8) The reactants are [F:1][CH:2]([F:13])[C:3]1[C:7]([C:8](Cl)=[O:9])=[C:6]([F:11])[N:5]([CH3:12])[N:4]=1.[CH3:14][C:15]1[CH:16]=[C:17]([CH:24]=[CH:25][CH:26]=1)[CH2:18][CH:19]1[CH2:23][CH2:22][CH2:21][NH:20]1.C(N(CC)CC)C. The catalyst is O1CCCC1. The product is [F:1][CH:2]([F:13])[C:3]1[C:7]([C:8]([N:20]2[CH2:21][CH2:22][CH2:23][CH:19]2[CH2:18][C:17]2[CH:24]=[CH:25][CH:26]=[C:15]([CH3:14])[CH:16]=2)=[O:9])=[C:6]([F:11])[N:5]([CH3:12])[N:4]=1. The yield is 0.710. (9) The reactants are [CH3:1][C@H:2]([NH:11][CH3:12])[C@@H:3]([OH:10])[C:4]1[CH:9]=[CH:8][CH:7]=[CH:6][CH:5]=1.C(N(CC)CC)C.[C:20](Cl)(=[O:29])[CH2:21][CH2:22][C:23]1[CH:28]=[CH:27][CH:26]=[CH:25][CH:24]=1. The catalyst is C1COCC1. The product is [OH:10][C@@H:3]([C:4]1[CH:9]=[CH:8][CH:7]=[CH:6][CH:5]=1)[C@@H:2]([N:11]([CH3:12])[C:20](=[O:29])[CH2:21][CH2:22][C:23]1[CH:28]=[CH:27][CH:26]=[CH:25][CH:24]=1)[CH3:1]. The yield is 0.970.